Dataset: Reaction yield outcomes from USPTO patents with 853,638 reactions. Task: Predict the reaction yield, written as a fraction of the theoretical maximum amount of product (1.0 means a 100% yield; for example, 0.34 means a 34% yield). (1) The reactants are C1(C)C=CC(S([O:10][CH2:11][CH2:12][CH2:13][CH2:14][CH2:15][CH2:16][CH2:17][CH2:18][CH2:19][CH:20]=[CH2:21])(=O)=O)=CC=1.C(=[C:26]([CH:28]([CH2:30][OH:31])[OH:29])O)(C)C.[C:32](O)(C)([CH3:34])[CH3:33]. No catalyst specified. The product is [CH3:33][C:32]1([CH3:34])[O:29][CH:28]([CH2:26][O:10][CH2:11][CH2:12][CH2:13][CH2:14][CH2:15][CH2:16][CH2:17][CH2:18][CH2:19][CH:20]=[CH2:21])[CH2:30][O:31]1. The yield is 0.770. (2) The reactants are Cl[C:2]1[N:7]=[C:6]([Cl:8])[N:5]=[C:4]([N:9]2[CH2:14][CH2:13][O:12][CH2:11][CH2:10]2)[N:3]=1.[OH:15][CH:16]1[CH2:21][CH2:20][N:19]([C:22]([O:24][C:25]([CH3:28])([CH3:27])[CH3:26])=[O:23])[CH2:18][CH2:17]1.[H-].[Na+].C(Cl)Cl.CCOC(C)=O. The catalyst is C1COCC1. The product is [Cl:8][C:6]1[N:5]=[C:4]([N:9]2[CH2:14][CH2:13][O:12][CH2:11][CH2:10]2)[N:3]=[C:2]([O:15][CH:16]2[CH2:17][CH2:18][N:19]([C:22]([O:24][C:25]([CH3:28])([CH3:27])[CH3:26])=[O:23])[CH2:20][CH2:21]2)[N:7]=1. The yield is 0.810. (3) The reactants are O=[CH:2][CH2:3][CH2:4][NH:5][C:6](=[O:12])OC(C)(C)C.[CH2:13]([N:20]1[CH2:25][CH2:24][N:23]([NH2:26])[CH2:22][CH2:21]1)[C:14]1[CH:19]=[CH:18][CH:17]=[CH:16][CH:15]=1.Cl.C(OCC)(=O)C. The catalyst is CO.C(OCC)(=O)C. The product is [CH2:13]([N:20]1[CH2:21][CH2:22][N:23]([N:26]2[CH2:2][CH2:3][CH2:4][NH:5][C:6]2=[O:12])[CH2:24][CH2:25]1)[C:14]1[CH:15]=[CH:16][CH:17]=[CH:18][CH:19]=1. The yield is 0.460. (4) The reactants are [F:1][C:2]1[CH:10]=[CH:9][C:5]([C:6]([OH:8])=[O:7])=[CH:4][C:3]=1[CH3:11].C(OC(O[C:15]([CH3:18])([CH3:17])[CH3:16])=O)(O[C:15]([CH3:18])([CH3:17])[CH3:16])=O. The catalyst is CN(C)C1C=CN=CC=1.CC(O)(C)C. The product is [F:1][C:2]1[CH:10]=[CH:9][C:5]([C:6]([O:8][C:15]([CH3:18])([CH3:17])[CH3:16])=[O:7])=[CH:4][C:3]=1[CH3:11]. The yield is 0.880. (5) The yield is 0.690. The catalyst is C1(C)C=CC=CC=1. The reactants are [O:1]1[CH:5]=[CH:4][CH:3]=[C:2]1[C:6]1[N:11]=[C:10]([C:12]#[N:13])[CH:9]=[CH:8][CH:7]=1.[C:14](OC)(=[O:22])[C:15]1[C:16](=[CH:18][CH:19]=[CH:20][CH:21]=1)[SH:17].C(N(CC)CC)C. The product is [O:1]1[CH:5]=[CH:4][CH:3]=[C:2]1[C:6]1[N:11]=[C:10]([C:12]2[S:17][C:16]3[CH:18]=[CH:19][CH:20]=[CH:21][C:15]=3[C:14](=[O:22])[N:13]=2)[CH:9]=[CH:8][CH:7]=1.